Dataset: Full USPTO retrosynthesis dataset with 1.9M reactions from patents (1976-2016). Task: Predict the reactants needed to synthesize the given product. (1) Given the product [Cl:27][C:25]1[N:24]=[CH:23][N:22]=[C:21]([N:20]([CH3:28])[C@H:12]2[C@@H:13]3[O:17][C:16]([CH3:18])([CH3:19])[O:15][C@@H:14]3[C@@H:10]([CH2:9][OH:8])[CH2:11]2)[CH:26]=1, predict the reactants needed to synthesize it. The reactants are: [Si]([O:8][CH2:9][C@@H:10]1[C@H:14]2[O:15][C:16]([CH3:19])([CH3:18])[O:17][C@H:13]2[C@H:12]([N:20]([CH3:28])[C:21]2[CH:26]=[C:25]([Cl:27])[N:24]=[CH:23][N:22]=2)[CH2:11]1)(C(C)(C)C)(C)C.[F-].C([N+](CCCC)(CCCC)CCCC)CCC. (2) Given the product [CH:1]1([C:7]2[N:11]3[CH2:12][CH2:13][NH:14][CH2:15][C:10]3=[CH:9][N:8]=2)[CH2:2][CH2:3][CH2:4][CH2:5][CH2:6]1, predict the reactants needed to synthesize it. The reactants are: [CH:1]1([C:7]2[N:11]3[CH:12]=[CH:13][N:14]=[CH:15][C:10]3=[CH:9][N:8]=2)[CH2:6][CH2:5][CH2:4][CH2:3][CH2:2]1.[H][H]. (3) Given the product [ClH:34].[C:6]1([C@H:16]([NH:18][CH2:19]/[CH:20]=[CH:21]/[C:22]2[CH:27]=[CH:26][CH:25]=[C:24]([C:28]([F:29])([F:30])[F:31])[CH:23]=2)[CH3:17])[C:15]2[C:10](=[CH:11][CH:12]=[CH:13][CH:14]=2)[CH:9]=[CH:8][CH:7]=1, predict the reactants needed to synthesize it. The reactants are: S(=O)(=O)(O)O.[C:6]1([C@H:16]([NH:18][CH2:19]/[CH:20]=[CH:21]/[C:22]2[CH:27]=[CH:26][CH:25]=[C:24]([C:28]([F:31])([F:30])[F:29])[CH:23]=2)[CH3:17])[C:15]2[C:10](=[CH:11][CH:12]=[CH:13][CH:14]=2)[CH:9]=[CH:8][CH:7]=1.[OH-].[Na+].[ClH:34]. (4) Given the product [F:1][C:2]1[CH:10]=[C:9]2[C:5]([C:6]([C:20]3[CH:25]=[CH:24][C:23]4[N:26]=[C:34]([NH2:35])[NH:27][C:22]=4[CH:21]=3)=[CH:7][N:8]2[S:11]([C:14]2[CH:15]=[CH:16][CH:17]=[CH:18][CH:19]=2)(=[O:13])=[O:12])=[CH:4][CH:3]=1, predict the reactants needed to synthesize it. The reactants are: [F:1][C:2]1[CH:10]=[C:9]2[C:5]([C:6]([C:20]3[CH:21]=[C:22]([NH2:27])[C:23]([NH2:26])=[CH:24][CH:25]=3)=[CH:7][N:8]2[S:11]([C:14]2[CH:19]=[CH:18][CH:17]=[CH:16][CH:15]=2)(=[O:13])=[O:12])=[CH:4][CH:3]=1.FC1C=C2C(C(I)=[CH:34][N:35]2S(C2C=CC=CC=2)(=O)=O)=CC=1.CC1(C)C(C)(C)OB(C2C=CC3N=C(N)NC=3C=2)O1. (5) Given the product [Br:1][C:2]1[CH:3]=[C:4]2[C:9](=[CH:10][CH:11]=1)[N:8]=[C:7]([Cl:21])[N:6]=[C:5]2[C:13]1[CH:18]=[CH:17][N:16]=[CH:15][CH:14]=1, predict the reactants needed to synthesize it. The reactants are: [Br:1][C:2]1[CH:3]=[C:4]2[C:9](=[CH:10][CH:11]=1)[NH:8][C:7](=O)[N:6]=[C:5]2[C:13]1[CH:18]=[CH:17][N:16]=[CH:15][CH:14]=1.S(Cl)([Cl:21])=O.